This data is from Reaction yield outcomes from USPTO patents with 853,638 reactions. The task is: Predict the reaction yield, written as a fraction of the theoretical maximum amount of product (1.0 means a 100% yield; for example, 0.34 means a 34% yield). (1) The reactants are [CH3:1][O:2][C:3]1[N:8]=[CH:7][C:6]([NH2:9])=[CH:5][CH:4]=1.[Cl:10][C:11]1[CH:12]=[C:13]([C:18]2[N:23]=[C:22]([CH3:24])[N:21]=[C:20]([N:25]([CH2:35][C:36]3[CH:41]=[CH:40][C:39]([O:42][CH3:43])=[CH:38][CH:37]=3)[CH2:26][C:27]3[CH:32]=[CH:31][C:30]([O:33][CH3:34])=[CH:29][CH:28]=3)[N:19]=2)[C:14](F)=[N:15][CH:16]=1.[Li+].C[Si]([N-][Si](C)(C)C)(C)C. The catalyst is C1COCC1. The product is [Cl:10][C:11]1[CH:12]=[C:13]([C:18]2[N:23]=[C:22]([CH3:24])[N:21]=[C:20]([N:25]([CH2:26][C:27]3[CH:28]=[CH:29][C:30]([O:33][CH3:34])=[CH:31][CH:32]=3)[CH2:35][C:36]3[CH:37]=[CH:38][C:39]([O:42][CH3:43])=[CH:40][CH:41]=3)[N:19]=2)[C:14]([NH:9][C:6]2[CH:7]=[N:8][C:3]([O:2][CH3:1])=[CH:4][CH:5]=2)=[N:15][CH:16]=1. The yield is 0.860. (2) The reactants are [O-]P([O-])([O-])=O.[K+].[K+].[K+].Br[C:10]1[CH:19]=[CH:18][C:13]([C:14]([O:16][CH3:17])=[O:15])=[CH:12][CH:11]=1.[NH:20]1[CH2:25][CH2:24][O:23][CH2:22][CH2:21]1. The catalyst is C1C=CC(/C=C/C(/C=C/C2C=CC=CC=2)=O)=CC=1.C1C=CC(/C=C/C(/C=C/C2C=CC=CC=2)=O)=CC=1.C1C=CC(/C=C/C(/C=C/C2C=CC=CC=2)=O)=CC=1.[Pd].[Pd].COCCOC. The product is [C:14]([C:13]1[CH:18]=[CH:19][C:10]([N:20]2[CH2:25][CH2:24][O:23][CH2:22][CH2:21]2)=[CH:11][CH:12]=1)([O:16][CH3:17])=[O:15]. The yield is 0.800.